This data is from Forward reaction prediction with 1.9M reactions from USPTO patents (1976-2016). The task is: Predict the product of the given reaction. (1) Given the reactants [CH2:1]([N:3]([CH2:9][C:10]1[CH:15]=[C:14]([C:16]([F:19])([F:18])[F:17])[CH:13]=[CH:12][C:11]=1[C:20]1[CH:21]=[N:22][NH:23][CH:24]=1)[C:4]([CH:6]1[CH2:8][CH2:7]1)=[O:5])[CH3:2].Br[CH2:26][C:27]([O:29][C:30]([CH3:33])([CH3:32])[CH3:31])=[O:28].C(=O)([O-])[O-].[Cs+].[Cs+], predict the reaction product. The product is: [C:30]([O:29][C:27](=[O:28])[CH2:26][N:22]1[CH:21]=[C:20]([C:11]2[CH:12]=[CH:13][C:14]([C:16]([F:18])([F:19])[F:17])=[CH:15][C:10]=2[CH2:9][N:3]([C:4]([CH:6]2[CH2:8][CH2:7]2)=[O:5])[CH2:1][CH3:2])[CH:24]=[N:23]1)([CH3:33])([CH3:32])[CH3:31]. (2) Given the reactants C(OC(=O)[NH:7][CH:8]([C:11]1[CH:16]=[CH:15][CH:14]=[C:13](Br)[CH:12]=1)[CH2:9][OH:10])(C)(C)C.[N:19]1[CH:24]=[CH:23][CH:22]=[C:21](B(O)O)[CH:20]=1.C(=O)([O-])[O-].[Cs+].[Cs+].O, predict the reaction product. The product is: [NH2:7][CH:8]([C:11]1[CH:16]=[CH:15][CH:14]=[C:13]([C:21]2[CH:20]=[N:19][CH:24]=[CH:23][CH:22]=2)[CH:12]=1)[CH2:9][OH:10]. (3) Given the reactants [Cl:1][C:2]1[C:7]([Cl:8])=[CH:6][CH:5]=[CH:4][C:3]=1[CH2:9][CH:10]([CH3:24])[CH2:11][CH:12]([N:19]1[CH:23]=[N:22][CH:21]=[N:20]1)[C:13](=[O:18])[C:14]([CH3:17])([CH3:16])[CH3:15].[BH4-].[Na+].[Cl-].[NH4+], predict the reaction product. The product is: [Cl:1][C:2]1[C:7]([Cl:8])=[CH:6][CH:5]=[CH:4][C:3]=1[CH2:9][CH:10]([CH3:24])[CH2:11][CH:12]([N:19]1[CH:23]=[N:22][CH:21]=[N:20]1)[CH:13]([OH:18])[C:14]([CH3:15])([CH3:16])[CH3:17]. (4) Given the reactants OCCCCC[CH:7]1[CH2:12][CH2:11][CH2:10][N:9]([C:13]([O:15][CH2:16][C:17]2[CH:22]=[CH:21][CH:20]=[CH:19][CH:18]=2)=[O:14])[CH2:8]1.N1CCC([CH2:29][CH2:30][CH2:31][CH2:32][CH2:33][CH2:34][OH:35])CC1, predict the reaction product. The product is: [OH:35][CH2:34][CH2:33][CH2:32][CH2:31][CH2:30][CH2:29][CH:12]1[CH2:7][CH2:8][N:9]([C:13]([O:15][CH2:16][C:17]2[CH:18]=[CH:19][CH:20]=[CH:21][CH:22]=2)=[O:14])[CH2:10][CH2:11]1. (5) Given the reactants [CH2:1]([N:8]1[CH2:13][CH2:12][CH:11]([NH:14][C:15]2[S:16][C:17](=[CH:21][C:22]3[CH:27]=[CH:26][C:25]([N:28]4[CH2:33][CH2:32][C:31](=O)[CH2:30][CH2:29]4)=[CH:24][CH:23]=3)[C:18](=[O:20])[N:19]=2)[CH2:10][CH2:9]1)[C:2]1[CH:7]=[CH:6][CH:5]=[CH:4][CH:3]=1.[NH2:35][CH2:36][CH:37]([C:39]1[CH:40]=[CH:41][C:42]([OH:50])=[C:43]([NH:45][S:46]([CH3:49])(=[O:48])=[O:47])[CH:44]=1)[OH:38], predict the reaction product. The product is: [CH2:1]([N:8]1[CH2:9][CH2:10][CH:11]([NH:14][C:15]2[S:16][C:17](=[CH:21][C:22]3[CH:23]=[CH:24][C:25]([N:28]4[CH2:29][CH2:30][CH:31]([NH:35][CH2:36][CH:37]([C:39]5[CH:40]=[CH:41][C:42]([OH:50])=[C:43]([NH:45][S:46]([CH3:49])(=[O:48])=[O:47])[CH:44]=5)[OH:38])[CH2:32][CH2:33]4)=[CH:26][CH:27]=3)[C:18](=[O:20])[N:19]=2)[CH2:12][CH2:13]1)[C:2]1[CH:3]=[CH:4][CH:5]=[CH:6][CH:7]=1. (6) The product is: [CH2:24]([O:23][C:20]1[CH:21]=[CH:22][C:17]([CH2:16][C:13]2[S:12][C:11]([C:9]([P:4](=[O:3])([OH:8])[OH:5])=[O:10])=[CH:15][CH:14]=2)=[CH:18][CH:19]=1)[CH3:25]. Given the reactants C([O:3][P:4]([C:9]([C:11]1[S:12][C:13]([CH2:16][C:17]2[CH:22]=[CH:21][C:20]([O:23][CH2:24][CH3:25])=[CH:19][CH:18]=2)=[CH:14][CH:15]=1)=[O:10])(=[O:8])[O:5]CC)C.Br[Si](C)(C)C.CO, predict the reaction product.